From a dataset of Reaction yield outcomes from USPTO patents with 853,638 reactions. Predict the reaction yield, written as a fraction of the theoretical maximum amount of product (1.0 means a 100% yield; for example, 0.34 means a 34% yield). (1) The reactants are Br[C:2]1[CH:7]=[CH:6][N:5]=[C:4]([O:8][CH3:9])[CH:3]=1.[F:10][C:11]([F:21])([F:20])[C:12]1[N:17]=[CH:16][C:15]([CH2:18][OH:19])=[CH:14][CH:13]=1.CC1C=NC2C(C=1C)=CC=C1C=2N=CC(C)=C1C.C([O-])([O-])=O.[Cs+].[Cs+]. The catalyst is C1(C)C=CC=CC=1.[Cu]I. The product is [CH3:9][O:8][C:4]1[CH:3]=[C:2]([O:19][CH2:18][C:15]2[CH:16]=[N:17][C:12]([C:11]([F:21])([F:10])[F:20])=[CH:13][CH:14]=2)[CH:7]=[CH:6][N:5]=1. The yield is 0.720. (2) The reactants are [CH:1]([NH:4][S:5]([CH2:8][CH:9]([CH3:11])[CH3:10])(=[O:7])=[O:6])([CH3:3])[CH3:2].[Cl:12][C:13]1[N:18]=[C:17](Cl)[CH:16]=[CH:15][N:14]=1.C(=O)([O-])[O-].[Cs+].[Cs+].O. The catalyst is C(#N)C. The product is [Cl:12][C:13]1[N:18]=[C:17]([N:4]([CH:1]([CH3:3])[CH3:2])[S:5]([CH2:8][CH:9]([CH3:11])[CH3:10])(=[O:7])=[O:6])[CH:16]=[CH:15][N:14]=1. The yield is 0.276. (3) The reactants are [C:1]([O:5][C:6]([N:8]1[CH2:14][CH2:13][CH2:12][CH2:11][CH:10]([CH2:15]O)[CH2:9]1)=[O:7])([CH3:4])([CH3:3])[CH3:2].C1(P(C2C=CC=CC=2)C2C=CC=CC=2)C=CC=CC=1.[C:36]1(=[O:46])[NH:40][C:39](=[O:41])[C:38]2=[CH:42][CH:43]=[CH:44][CH:45]=[C:37]12.N(C(OCC)=O)=NC(OCC)=O. The catalyst is O1CCCC1.O.C1(C)C=CC=CC=1. The product is [C:1]([O:5][C:6]([N:8]1[CH2:14][CH2:13][CH2:12][CH2:11][CH:10]([CH2:15][N:40]2[C:39](=[O:41])[C:38]3=[CH:42][CH:43]=[CH:44][CH:45]=[C:37]3[C:36]2=[O:46])[CH2:9]1)=[O:7])([CH3:2])([CH3:3])[CH3:4]. The yield is 0.720. (4) The reactants are Cl[C:2]1[CH:7]=[N:6][CH:5]=[C:4]([O:8][C:9]2[C:10]3[CH2:11][CH2:12][C:13](=[O:18])[C:14]=3[CH:15]=[CH:16][CH:17]=2)[N:3]=1.[CH3:19][O:20][C:21]1[CH:22]=[C:23]([CH:25]=[C:26]([O:30][CH3:31])[C:27]=1[O:28][CH3:29])[NH2:24]. The catalyst is CCOC(C)=O. The product is [CH3:31][O:30][C:26]1[CH:25]=[C:23]([NH:24][C:2]2[CH:7]=[N:6][CH:5]=[C:4]([O:8][C:9]3[C:10]4[CH2:11][CH2:12][C:13](=[O:18])[C:14]=4[CH:15]=[CH:16][CH:17]=3)[N:3]=2)[CH:22]=[C:21]([O:20][CH3:19])[C:27]=1[O:28][CH3:29]. The yield is 0.230. (5) The reactants are [CH3:1][O:2][C:3]1[CH:19]=[CH:18][C:6]([CH2:7][N:8]2[CH2:13][CH2:12][CH2:11][CH:10]([C:14](=O)[CH2:15][CH3:16])[CH2:9]2)=[CH:5][CH:4]=1.[OH-].[K+].O.NN.[NH4+].[Cl-]. The catalyst is C(O)COCCO. The product is [CH3:1][O:2][C:3]1[CH:4]=[CH:5][C:6]([CH2:7][N:8]2[CH2:13][CH2:12][CH2:11][CH:10]([CH2:14][CH2:15][CH3:16])[CH2:9]2)=[CH:18][CH:19]=1. The yield is 0.400.